Dataset: Experimentally validated miRNA-target interactions with 360,000+ pairs, plus equal number of negative samples. Task: Binary Classification. Given a miRNA mature sequence and a target amino acid sequence, predict their likelihood of interaction. (1) The miRNA is hsa-miR-548e-3p with sequence AAAAACUGAGACUACUUUUGCA. The protein sequence of the target gene is MRSKGRARKLATNNECVYGNYPEIPLEEMPDADGVASTPSLNIQEPCSPATSSEAFTPKEGSPYKAPIYIPDDIPIPAEFELRESNMPGAGLGIWTKRKIEVGEKFGPYVGEQRSNLKDPSYGWEILDEFYNVKFCIDASQPDVGSWLKYIRFAGCYDQHNLVACQINDQIFYRVVADIAPGEELLLFMKSEDYPHETMAPDIHEERQYRCEDCDQLFESKAELADHQKFPCSTPHSAFSMVEEDFQQKLESENDLQEIHTIQECKECDQVFPDLQSLEKHMLSHTEEREYKCDQCPKAF.... Result: 0 (no interaction). (2) The miRNA is mmu-miR-6940-3p with sequence UUACCUUCCGUGCUUGCCCGCAG. The protein sequence of the target gene is MSLLNKPKSEMTPEELQKREEEEFNTGPLSVLTQSVKNNTQVLINCRNNKKLLGRVKAFDRHCNMVLENVKEMWTEVPKSGKGKKKSKPVNKDRYISKMFLRGDSVIVVLRNPLIAGK. Result: 0 (no interaction). (3) The miRNA is hsa-miR-4731-5p with sequence UGCUGGGGGCCACAUGAGUGUG. The protein sequence of the target gene is MTSRFRLPAGRTYNVRASELARDRQHTEVVCNILLLDNTVQAFKVNKHDQGQVLLDVVFKHLDLTEQDYFGLQLADDSTDNPRWLDPNKPIRKQLKRGSPYSLNFRVKFFVSDPNKLQEEYTRYQYFLQIKQDILTGRLPCPSNTAALLASFAVQSELGDYDQSENLSGYLSDYSFIPNQPQDFEKEIAKLHQQHIGLSPAEAEFNYLNTARTLELYGVEFHYARDQSNNEIMIGVMSGGILIYKNRVRMNTFPWLKIVKISFKCKQFFIQLRKELHESRETLLGFNMVNYRACKNLWKA.... Result: 1 (interaction). (4) The miRNA is mmu-miR-665-3p with sequence ACCAGGAGGCUGAGGUCCCU. The protein sequence of the target gene is MGLRAGGALRRAGAGPGAPEGQGPGGAQGGSIHSGCIATVHNVPIAVLIRPLPSVLDPAKVQSLVDTILADPDSVPPIDVLWIKGAQGGDYYYSFGGCHRYAAYQQLQRETIPAKLVRSTLSDLRMYLGASTPDLQ. Result: 1 (interaction). (5) Result: 1 (interaction). The miRNA is hsa-miR-5007-5p with sequence UAGAGUCUGGCUGAUAUGGUUU. The protein sequence of the target gene is MAARVAAVRAAAWLLLGAATGLTRGPAAAFTAARSDAGIRAMCSEIILRQEVLKDGFHRDLLIKVKFGESIEDLHTCRLLIKQDIPAGLYVDPYELASLRERNITEAVMVSENFDIEAPNYLSKESEVLIYARRDSQCIDCFQAFLPVHCRYHRPHSEDGEASIVVNNPDLLMFCDQEFPILKCWAHSEVAAPCALENEDICQWNKMKYKSVYKNVILQVPVGLTVHTSLVCSVTLLITILCSTLILVAVFKYGHFSL. (6) The miRNA is hsa-miR-26a-1-3p with sequence CCUAUUCUUGGUUACUUGCACG. The protein sequence of the target gene is MAEEQDFAQLCRLPTQPSHSHCVNNTYRSTQHSQALLRGLLALRDSGILFDVVLVVEGKHIEAHRILLAASCDYFRGMFAGGLKEMEQEEVLIHGVSYNAMCQILHFIYTSELELSLSNVQETLVAACQLQIPEIIHFCCDFLMSWVDEENILDVYRLADLFDLNHLTQQLDTYILKNFVAFSRTDKYRQLPLEKVYSLLSSNRLEVSCETEVYEGALLYHYSLEQVQADQISLNEPPKLLETVRFPLMEAEVLQRLHDKLGPSPLRDTVASALMYHRNEILQPSLQGPQTELRSDFQCV.... Result: 0 (no interaction). (7) The miRNA is hsa-miR-149-3p with sequence AGGGAGGGACGGGGGCUGUGC. The protein sequence of the target gene is MSLSGASERSVPATKIEITVSCRNLLDLDTFSKSDPMVVLHTQSRASQEWREFGRTEVIDNTLNPDFVRKFVLDYFFEEKQNLRFDVYNVDSKANISKPKDFLGQAFLALGEVIGGQGSRVERPLTGVPGKKCGTILLTAEELSNCRDIATMQLCANKLDKKDFFGKSDPFLVFYRSNEDGTFTICHKTEVVKNTLNPVWQPFSIPVRALCNGDYDRTVKIDVYDWDRDGSHDFIGEFTTSYRELSKAQNQFTVYEVLNPRKKCKKKKYTNSGTVTLLSFSVDSEFTFVDYIKGGTQLNF.... Result: 0 (no interaction). (8) The miRNA is mmu-miR-2861 with sequence GGGGCCUGGCGGCGGGCGG. The protein sequence of the target gene is MSIAIPLGVTTPDTSYSDMAAGSDPESVEASPAVNEKSVYSTHNYGTTQRHGCRGLPYATIIPRSDLNGLPSPVEERCGDSPNSEGETVPTWCPCGLSQDGFLLNCDKCRGMSRGKVIRLHRRKQDNISGGDSSATESWDEELSPSTVLYTATQHTPTSITLTVRRTKPKKRKKSPEKGRAAPKTKKIKNSPSEAQNLDENTTEGWENRIRLWTDQYEEAFTNQYSADVQNALEQHLHSNKEFVGKPAILDTINKTELACNNTVIGSQMQLQLGRVTRVQKHRKILRAARDLALDTLIIE.... Result: 0 (no interaction). (9) The miRNA is hsa-miR-5586-3p with sequence CAGAGUGACAAGCUGGUUAAAG. The protein sequence of the target gene is MRVLSARFRVLLACLALVIPVSETNFLSKERASQVLVRKRRANTLFEETMKGNLERECIEELCNKEEAREVFENNPETDYFYPKYLGCLGAFRVGSFHAARQSANAYPDLRSCVKAISDQCDPIPCNEDGYLACQDGQAAFTCFCKPGWQGDRCQYDVNECKDPSNVNGGCSQICDNTPGSYHCSCKRGFAMLPNKKDCKDLDECALKPSVCGTAVCKNIPGDFECECPDGYRYDPSSKSCKDVDECSENMCAQLCVNFPGGYSCYCDGKKGFKLAQDQKSCEGIPVCLSLDLDKNYELL.... Result: 0 (no interaction). (10) The miRNA is hsa-miR-153-5p with sequence UCAUUUUUGUGAUGUUGCAGCU. The protein sequence of the target gene is MAFRDVAVDFTQDEWRLLSPAQRTLYREVMLENYSNLVSLGISFSKPELITQLEQGKETWREEKKCSPATCPADPEPELYLDPFCPPGFSSQKFPMQHVLCNHPPWIFTCLCAEGNIQPGDPGPGDQEKQQQASEGRPWSDQAEGPEGEGAMPLFGRTKKRTLGAFSRPPQRQPVSSRNGLRGVELEASPAQSGNPEETDKLLKRIEVLGFGTVNCGECGLSFSKMTNLLSHQRIHSGEKPYVCGVCEKGFSLKKSLARHQKAHSGEKPIVCRECGRGFNRKSTLIIHERTHSGEKPYMC.... Result: 0 (no interaction).